From a dataset of NCI-60 drug combinations with 297,098 pairs across 59 cell lines. Regression. Given two drug SMILES strings and cell line genomic features, predict the synergy score measuring deviation from expected non-interaction effect. (1) Drug 1: C1=CN(C(=O)N=C1N)C2C(C(C(O2)CO)O)O.Cl. Drug 2: N.N.Cl[Pt+2]Cl. Cell line: SW-620. Synergy scores: CSS=53.8, Synergy_ZIP=-2.04, Synergy_Bliss=-1.14, Synergy_Loewe=-9.64, Synergy_HSA=5.98. (2) Drug 1: CC(CN1CC(=O)NC(=O)C1)N2CC(=O)NC(=O)C2. Drug 2: B(C(CC(C)C)NC(=O)C(CC1=CC=CC=C1)NC(=O)C2=NC=CN=C2)(O)O. Cell line: HOP-92. Synergy scores: CSS=17.1, Synergy_ZIP=-3.45, Synergy_Bliss=-0.0729, Synergy_Loewe=1.98, Synergy_HSA=1.89. (3) Drug 1: CC(C)(C#N)C1=CC(=CC(=C1)CN2C=NC=N2)C(C)(C)C#N. Drug 2: COCCOC1=C(C=C2C(=C1)C(=NC=N2)NC3=CC=CC(=C3)C#C)OCCOC.Cl. Cell line: MALME-3M. Synergy scores: CSS=5.78, Synergy_ZIP=0.916, Synergy_Bliss=2.81, Synergy_Loewe=4.59, Synergy_HSA=0.756. (4) Drug 1: CNC(=O)C1=CC=CC=C1SC2=CC3=C(C=C2)C(=NN3)C=CC4=CC=CC=N4. Synergy scores: CSS=3.72, Synergy_ZIP=-3.96, Synergy_Bliss=-7.83, Synergy_Loewe=-6.89, Synergy_HSA=-7.21. Drug 2: C1CNP(=O)(OC1)N(CCCl)CCCl. Cell line: HCT116. (5) Drug 2: C1=NC2=C(N1)C(=S)N=CN2. Synergy scores: CSS=15.4, Synergy_ZIP=-11.8, Synergy_Bliss=-11.0, Synergy_Loewe=-26.5, Synergy_HSA=-10.7. Drug 1: CC1=CC2C(CCC3(C2CCC3(C(=O)C)OC(=O)C)C)C4(C1=CC(=O)CC4)C. Cell line: U251. (6) Drug 1: CCC1=CC2CC(C3=C(CN(C2)C1)C4=CC=CC=C4N3)(C5=C(C=C6C(=C5)C78CCN9C7C(C=CC9)(C(C(C8N6C)(C(=O)OC)O)OC(=O)C)CC)OC)C(=O)OC.C(C(C(=O)O)O)(C(=O)O)O. Drug 2: CCN(CC)CCCC(C)NC1=C2C=C(C=CC2=NC3=C1C=CC(=C3)Cl)OC. Cell line: SK-OV-3. Synergy scores: CSS=52.7, Synergy_ZIP=-2.46, Synergy_Bliss=3.85, Synergy_Loewe=-9.52, Synergy_HSA=4.94. (7) Drug 1: CC(C)(C#N)C1=CC(=CC(=C1)CN2C=NC=N2)C(C)(C)C#N. Drug 2: CC1=C2C(C(=O)C3(C(CC4C(C3C(C(C2(C)C)(CC1OC(=O)C(C(C5=CC=CC=C5)NC(=O)OC(C)(C)C)O)O)OC(=O)C6=CC=CC=C6)(CO4)OC(=O)C)O)C)O. Cell line: UACC62. Synergy scores: CSS=-4.07, Synergy_ZIP=1.42, Synergy_Bliss=-0.616, Synergy_Loewe=-4.37, Synergy_HSA=-4.70.